From a dataset of Reaction yield outcomes from USPTO patents with 853,638 reactions. Predict the reaction yield, written as a fraction of the theoretical maximum amount of product (1.0 means a 100% yield; for example, 0.34 means a 34% yield). (1) The reactants are [F:1][C:2]([F:22])([C:16]1[CH:21]=[CH:20][CH:19]=[CH:18][CH:17]=1)[CH2:3][O:4][C:5]1[CH:10]=[CH:9][C:8]([CH2:11][C:12]([CH3:15])(O)[CH3:13])=[CH:7][CH:6]=1.[NH2:23]C(N)=S.C(O)(=O)C.[OH-].[Na+]. The catalyst is C(O)C.C(Cl)Cl. The product is [F:1][C:2]([F:22])([C:16]1[CH:21]=[CH:20][CH:19]=[CH:18][CH:17]=1)[CH2:3][O:4][C:5]1[CH:10]=[CH:9][C:8]([CH2:11][C:12]([NH2:23])([CH3:15])[CH3:13])=[CH:7][CH:6]=1. The yield is 0.920. (2) The reactants are ClC1[C:3]([CH:5]=[C:6]([NH:12][C:13]2[C:22]3[C:17](=[CH:18][C:19]([O:25][CH2:26][CH2:27][O:28][CH3:29])=[C:20]([O:23][CH3:24])[CH:21]=3)[N:16]=[CH:15][N:14]=2)[C:7](=[O:11])[C:8]=1OC)=[O:4].[CH:30]([OH:33])([CH3:32])[CH3:31].Cl[CH2:35][Cl:36]. No catalyst specified. The product is [Cl:36][C:35]1[C:3]([CH:5]=[C:6]([NH:12][C:13]2[C:22]3[C:17](=[CH:18][C:19]([O:25][CH2:26][CH2:27][O:28][CH3:29])=[C:20]([O:23][CH3:24])[CH:21]=3)[N:16]=[CH:15][N:14]=2)[C:7](=[O:11])[C:8]=1[O:33][CH:30]([CH3:32])[CH3:31])=[O:4]. The yield is 0.109. (3) The reactants are [CH3:1][C:2]1([CH3:34])[O:6][C@@H:5]([CH2:7][N:8]2[C:16]3[C:11](=[CH:12][C:13]([N+:18]([O-:20])=[O:19])=[C:14]([F:17])[CH:15]=3)[CH:10]=[C:9]2[C:21]([CH3:33])([CH3:32])[C:22](OCC2C=CC=CC=2)=[O:23])[CH2:4][O:3]1.CC1(C)O[C@@H](CN2C3C(=CC([N+]([O-])=O)=C(F)C=3)C=C2C(C)(C)C(OC[C@H]2COC(C)(C)O2)=O)CO1.[H-].[H-].[H-].[H-].[Li+].[Al+3]. The catalyst is C1COCC1. The product is [CH3:1][C:2]1([CH3:34])[O:6][C@@H:5]([CH2:7][N:8]2[C:16]3[C:11](=[CH:12][C:13]([N+:18]([O-:20])=[O:19])=[C:14]([F:17])[CH:15]=3)[CH:10]=[C:9]2[C:21]([CH3:33])([CH3:32])[CH2:22][OH:23])[CH2:4][O:3]1. The yield is 0.490. (4) The reactants are [CH3:1][O:2][C:3]1[CH:12]=[CH:11][C:6]2[N:7]=C(N)[O:9][C:5]=2[CH:4]=1.COC1C=CC([N+]([O-])=O)=C(O)C=1.CC(O)=O. The catalyst is CO.[Pd]. The product is [NH2:7][C:6]1[CH:11]=[CH:12][C:3]([O:2][CH3:1])=[CH:4][C:5]=1[OH:9]. The yield is 1.00. (5) The reactants are [Br-].C([P+]([C:18]1[CH:23]=[CH:22][CH:21]=[CH:20][CH:19]=1)([C:18]1[CH:23]=[CH:22][CH:21]=[CH:20][CH:19]=1)[C:18]1[CH:23]=[CH:22][CH:21]=[CH:20][CH:19]=1)(C)C.C[Si](C)(C)[N-][Si](C)(C)C.[K+].C(C1C=CC([C:41]([O:43][CH3:44])=[O:42])=CC=1)(=O)C.[C:47]1([CH3:53])[CH:52]=[CH:51]C=C[CH:48]=1. The catalyst is C(OCC)(=O)C. The product is [CH3:48][C:47]([CH3:53])=[C:52]([C:18]1[CH:19]=[CH:20][C:21]([C:41]([O:43][CH3:44])=[O:42])=[CH:22][CH:23]=1)[CH3:51]. The yield is 0.830. (6) The reactants are [CH2:1]([C:8]1[C:16]2[C:15](=[O:17])[N:14](COCC[Si](C)(C)C)[N:13]=[CH:12][C:11]=2[N:10]([CH2:26][O:27][CH2:28][C:29]2[CH:34]=[CH:33][CH:32]=[CH:31][CH:30]=2)[C:9]=1[C:35]1[CH:40]=[CH:39][C:38]([O:41][CH:42]([F:44])[F:43])=[C:37]([O:45][CH:46]2[CH2:48][CH2:47]2)[CH:36]=1)[C:2]1[CH:7]=[CH:6][CH:5]=[CH:4][CH:3]=1.Cl. The catalyst is O1CCOCC1. The product is [CH2:1]([C:8]1[C:16]2[C:15](=[O:17])[NH:14][N:13]=[CH:12][C:11]=2[N:10]([CH2:26][O:27][CH2:28][C:29]2[CH:30]=[CH:31][CH:32]=[CH:33][CH:34]=2)[C:9]=1[C:35]1[CH:40]=[CH:39][C:38]([O:41][CH:42]([F:44])[F:43])=[C:37]([O:45][CH:46]2[CH2:48][CH2:47]2)[CH:36]=1)[C:2]1[CH:7]=[CH:6][CH:5]=[CH:4][CH:3]=1. The yield is 0.880.